Dataset: Catalyst prediction with 721,799 reactions and 888 catalyst types from USPTO. Task: Predict which catalyst facilitates the given reaction. Reactant: [Br:1][C:2]1[CH:11]=[C:10]2[C:5]([CH:6]=[CH:7][N:8]=[C:9]2Cl)=[CH:4][CH:3]=1.[CH3:13][O-:14].[Na+]. Product: [Br:1][C:2]1[CH:11]=[C:10]2[C:5]([CH:6]=[CH:7][N:8]=[C:9]2[O:14][CH3:13])=[CH:4][CH:3]=1. The catalyst class is: 5.